Dataset: Catalyst prediction with 721,799 reactions and 888 catalyst types from USPTO. Task: Predict which catalyst facilitates the given reaction. (1) Reactant: Br[C:2]12[CH2:11][CH:6]3[CH2:7][CH:8]([CH2:10][C:4](Br)([CH2:5]3)[CH2:3]1)[CH2:9]2.[Br-:13].[Al+3].[Br-:15].[Br-].[Br:17][C:18]1[CH:23]=[CH:22][CH:21]=[C:20]([Br:24])[CH:19]=1. Product: [Br:17][C:18]1[CH:23]=[C:22]([C:2]23[CH2:11][CH:6]4[CH2:7][CH:8]([CH2:10][C:4]([C:2]5[CH:11]=[C:6]([Br:13])[CH:5]=[C:4]([Br:15])[CH:3]=5)([CH2:5]4)[CH2:3]2)[CH2:9]3)[CH:21]=[C:20]([Br:24])[CH:19]=1. The catalyst class is: 33. (2) Reactant: [Si:1]([O:8][C:9]1[CH:10]=[C:11]([CH:14]=[CH:15][C:16]=1[O:17][CH3:18])[CH:12]=[O:13])([C:4]([CH3:7])([CH3:6])[CH3:5])([CH3:3])[CH3:2].[Li][CH3:20]. Product: [Si:1]([O:8][C:9]1[CH:10]=[C:11]([CH:12]([OH:13])[CH3:20])[CH:14]=[CH:15][C:16]=1[O:17][CH3:18])([C:4]([CH3:7])([CH3:6])[CH3:5])([CH3:2])[CH3:3]. The catalyst class is: 27. (3) Reactant: [F:1][C:2]1[CH:15]=[CH:14][C:5]([O:6][CH2:7][C:8]([O:10][CH:11]([CH3:13])[CH3:12])=[O:9])=[C:4]([CH3:16])[C:3]=1[NH:17][CH2:18][C:19]1[CH:24]=[C:23]([O:25]C)[CH:22]=[C:21]([C:27]2[CH:32]=[CH:31][CH:30]=[C:29]([F:33])[CH:28]=2)[CH:20]=1.[Al+3].[Cl-].[Cl-].[Cl-].C(S)C. Product: [F:1][C:2]1[CH:15]=[CH:14][C:5]([O:6][CH2:7][C:8]([O:10][CH:11]([CH3:12])[CH3:13])=[O:9])=[C:4]([CH3:16])[C:3]=1[NH:17][CH2:18][C:19]1[CH:24]=[C:23]([OH:25])[CH:22]=[C:21]([C:27]2[CH:32]=[CH:31][CH:30]=[C:29]([F:33])[CH:28]=2)[CH:20]=1. The catalyst class is: 2. (4) Reactant: [CH:1]1([C:6]2[N:10]([CH2:11][C:12]([O:14][CH2:15][CH3:16])=[O:13])[C:9]([CH3:17])=[C:8]([CH2:18][C:19]3[CH:24]=[CH:23][CH:22]=[CH:21][C:20]=3[S:25]([N:28]3[CH2:32][CH2:31][CH2:30][CH2:29]3)(=[O:27])=[O:26])[CH:7]=2)[CH2:5][CH2:4][CH2:3][CH2:2]1.ClS([N:37]=[C:38]=O)(=O)=O.CN(C)C=O. Product: [C:38]([C:7]1[C:8]([CH2:18][C:19]2[CH:24]=[CH:23][CH:22]=[CH:21][C:20]=2[S:25]([N:28]2[CH2:29][CH2:30][CH2:31][CH2:32]2)(=[O:26])=[O:27])=[C:9]([CH3:17])[N:10]([CH2:11][C:12]([O:14][CH2:15][CH3:16])=[O:13])[C:6]=1[CH:1]1[CH2:5][CH2:4][CH2:3][CH2:2]1)#[N:37]. The catalyst class is: 10. (5) Reactant: [CH3:1][S:2]([C:5]1[CH:10]=[CH:9][N+:8]([O-])=[C:7]([CH3:12])[C:6]=1[CH3:13])(=[O:4])=[O:3].CS([Cl:18])(=O)=O. Product: [ClH:18].[Cl:18][CH2:12][C:7]1[C:6]([CH3:13])=[C:5]([S:2]([CH3:1])(=[O:4])=[O:3])[CH:10]=[CH:9][N:8]=1. The catalyst class is: 74.